This data is from Full USPTO retrosynthesis dataset with 1.9M reactions from patents (1976-2016). The task is: Predict the reactants needed to synthesize the given product. (1) Given the product [OH:8][CH2:9][CH2:10][N:11]1[CH:19]=[C:18]2[C:13]([CH:14]=[CH:15][C:16]([NH:20][C:21]([C:23]3[C:27]4[C:28](=[O:34])[CH2:29][C:30]([CH3:32])([CH3:33])[CH2:31][C:26]=4[O:25][CH:24]=3)=[O:22])=[CH:17]2)=[N:12]1, predict the reactants needed to synthesize it. The reactants are: [Si]([O:8][CH2:9][CH2:10][N:11]1[CH:19]=[C:18]2[C:13]([CH:14]=[CH:15][C:16]([NH:20][C:21]([C:23]3[C:27]4[C:28](=[O:34])[CH2:29][C:30]([CH3:33])([CH3:32])[CH2:31][C:26]=4[O:25][CH:24]=3)=[O:22])=[CH:17]2)=[N:12]1)(C(C)(C)C)(C)C.[F-].C([N+](CCCC)(CCCC)CCCC)CCC.O1CCCC1. (2) Given the product [C:21]([CH2:2][C@H:3]1[CH2:7][CH2:6][C@H:5]([CH2:8][CH2:9][C:10]2[CH:15]=[C:14]([F:16])[CH:13]=[CH:12][C:11]=2[O:17][CH3:18])[O:4]1)#[N:22], predict the reactants needed to synthesize it. The reactants are: Br[CH2:2][CH:3]1[CH2:7][CH2:6][CH:5]([CH2:8][CH2:9][C:10]2[CH:15]=[C:14]([F:16])[CH:13]=[CH:12][C:11]=2[O:17][CH3:18])[O:4]1.[Na+].[I-].[C-:21]#[N:22].[K+].[Na].C([O-])(O)=O.[Na+]. (3) Given the product [CH3:1][NH:2][C:3]1[C:4]2[N:14]=[C:13]([NH:15][CH2:16][CH2:17][CH3:18])[N:12]=[C:11]([NH:19][CH3:20])[C:5]=2[N:6]=[C:7]([C:9]([OH:23])=[O:21])[N:8]=1, predict the reactants needed to synthesize it. The reactants are: [CH3:1][NH:2][C:3]1[C:4]2[N:14]=[C:13]([NH:15][CH2:16][CH2:17][CH3:18])[N:12]=[C:11]([NH:19][CH3:20])[C:5]=2[N:6]=[C:7]([C:9]#N)[N:8]=1.[OH-:21].[Na+].[OH:23]S([O-])(=O)=O.[K+].C(Cl)Cl. (4) Given the product [CH2:15]([N:22]1[CH2:26][CH2:25][C@H:24]([NH:27][C:2]2[CH:11]=[C:10]([CH3:12])[C:9]3[C:4](=[CH:5][CH:6]=[C:7]([O:13][CH3:14])[CH:8]=3)[N:3]=2)[CH2:23]1)[C:16]1[CH:17]=[CH:18][CH:19]=[CH:20][CH:21]=1, predict the reactants needed to synthesize it. The reactants are: Cl[C:2]1[CH:11]=[C:10]([CH3:12])[C:9]2[C:4](=[CH:5][CH:6]=[C:7]([O:13][CH3:14])[CH:8]=2)[N:3]=1.[CH2:15]([N:22]1[CH2:26][CH2:25][C@H:24]([NH2:27])[CH2:23]1)[C:16]1[CH:21]=[CH:20][CH:19]=[CH:18][CH:17]=1.O1CCOCC1.CC(C)([O-])C.[Na+]. (5) Given the product [Cl:1][C:2]1[CH:7]=[CH:6][C:5]([C@:8]2([O:17][C@H:16]([CH2:18][OH:19])[C@@H:14]([OH:15])[C@H:12]([OH:13])[C@H:10]2[OH:11])[OH:9])=[CH:4][C:3]=1[CH2:20][C:21]1[CH:22]=[CH:23][C:24]([CH2:27][CH3:28])=[CH:25][CH:26]=1, predict the reactants needed to synthesize it. The reactants are: [Cl:1][C:2]1[CH:7]=[CH:6][C:5]([C@:8]2([O:17][C@H:16]([CH2:18][OH:19])[C@@H:14]([OH:15])[C@H:12]([OH:13])[C@H:10]2[OH:11])[OH:9])=[CH:4][C:3]=1[CH2:20][C:21]1[CH:26]=[CH:25][C:24]([C:27]#[CH:28])=[CH:23][CH:22]=1.